From a dataset of Peptide-MHC class II binding affinity with 134,281 pairs from IEDB. Regression. Given a peptide amino acid sequence and an MHC pseudo amino acid sequence, predict their binding affinity value. This is MHC class II binding data. (1) The peptide sequence is LTKLAAAWGGSGSEA. The MHC is HLA-DQA10401-DQB10402 with pseudo-sequence HLA-DQA10401-DQB10402. The binding affinity (normalized) is 0.281. (2) The peptide sequence is GEHQIVDKIDAAFKI. The MHC is DRB3_0101 with pseudo-sequence DRB3_0101. The binding affinity (normalized) is 0.623. (3) The peptide sequence is VKEIPPRLLYAKSSP. The MHC is HLA-DQA10104-DQB10503 with pseudo-sequence HLA-DQA10104-DQB10503. The binding affinity (normalized) is 0.160. (4) The peptide sequence is AQLSQLISLLPSTLQ. The MHC is DRB1_0405 with pseudo-sequence DRB1_0405. The binding affinity (normalized) is 0.811. (5) The peptide sequence is QKKYFAATQFEPLAA. The MHC is DRB1_1602 with pseudo-sequence DRB1_1602. The binding affinity (normalized) is 0.629. (6) The peptide sequence is PEFSELFAAFPSFAG. The MHC is DRB1_1201 with pseudo-sequence DRB1_1201. The binding affinity (normalized) is 0.354.